From a dataset of Catalyst prediction with 721,799 reactions and 888 catalyst types from USPTO. Predict which catalyst facilitates the given reaction. Product: [NH2:5][C:6]1[C:15]2[C:10](=[CH:11][C:12]([OH:16])=[CH:13][CH:14]=2)[CH:9]=[CH:8][N:7]=1. Reactant: B(Br)(Br)Br.[NH2:5][C:6]1[C:15]2[C:10](=[CH:11][C:12]([O:16]C)=[CH:13][CH:14]=2)[CH:9]=[CH:8][N:7]=1.N. The catalyst class is: 4.